Task: Regression/Classification. Given a drug SMILES string, predict its toxicity properties. Task type varies by dataset: regression for continuous values (e.g., LD50, hERG inhibition percentage) or binary classification for toxic/non-toxic outcomes (e.g., AMES mutagenicity, cardiotoxicity, hepatotoxicity). Dataset: ames.. Dataset: Ames mutagenicity test results for genotoxicity prediction (1) The compound is Cc1nc(N)nc(N)n1. The result is 0 (non-mutagenic). (2) The drug is O=[N+]([O-])c1ccc(Nc2ccc(Nc3ccccc3)c(S(=O)(=O)O)c2)c([N+](=O)[O-])c1. The result is 1 (mutagenic). (3) The drug is CCCCCCCCSCN1C=CN(C)C1. The result is 0 (non-mutagenic).